This data is from Catalyst prediction with 721,799 reactions and 888 catalyst types from USPTO. The task is: Predict which catalyst facilitates the given reaction. (1) Reactant: C([O-])([O-])=O.[Cs+].[Cs+].[N:7]1[C:16]2[C:11](=[CH:12][CH:13]=[CH:14][CH:15]=2)[N:10]=[CH:9][C:8]=1[N:17]1[CH2:48][CH2:47][C:20]2([N:25]([CH2:26][C:27]3[CH:35]=[CH:34][CH:33]=[C:32]4[C:28]=3[CH:29]=[CH:30][N:31]4S(C3C=CC(C)=CC=3)(=O)=O)[C:24](=[O:46])[CH2:23][CH2:22][CH2:21]2)[CH2:19][CH2:18]1. Product: [NH:31]1[C:32]2[C:28](=[C:27]([CH2:26][N:25]3[C:20]4([CH2:19][CH2:18][N:17]([C:8]5[CH:9]=[N:10][C:11]6[C:16](=[CH:15][CH:14]=[CH:13][CH:12]=6)[N:7]=5)[CH2:48][CH2:47]4)[CH2:21][CH2:22][CH2:23][C:24]3=[O:46])[CH:35]=[CH:34][CH:33]=2)[CH:29]=[CH:30]1. The catalyst class is: 5. (2) Reactant: [NH2:1][C:2]1[CH:7]=[C:6]([O:8][C:9]([F:12])([F:11])[F:10])[CH:5]=[CH:4][C:3]=1[OH:13].C1N=CN([C:19](N2C=NC=C2)=[O:20])C=1. Product: [F:12][C:9]([F:10])([F:11])[O:8][C:6]1[CH:5]=[CH:4][C:3]2[O:13][C:19](=[O:20])[NH:1][C:2]=2[CH:7]=1. The catalyst class is: 12. (3) Reactant: C([O:3][CH:4](OCC)[C:5]1[O:13][C:12]2[C:11]([C:14]3[CH:19]=[CH:18][C:17]([O:20][CH:21]([CH3:23])[CH3:22])=[CH:16][CH:15]=3)=[CH:10][N:9]=[CH:8][C:7]=2[CH:6]=1)C.Cl.C(=O)(O)[O-].[Na+]. Product: [CH:21]([O:20][C:17]1[CH:16]=[CH:15][C:14]([C:11]2[C:12]3[O:13][C:5]([CH:4]=[O:3])=[CH:6][C:7]=3[CH:8]=[N:9][CH:10]=2)=[CH:19][CH:18]=1)([CH3:23])[CH3:22]. The catalyst class is: 7.